This data is from Reaction yield outcomes from USPTO patents with 853,638 reactions. The task is: Predict the reaction yield, written as a fraction of the theoretical maximum amount of product (1.0 means a 100% yield; for example, 0.34 means a 34% yield). The reactants are [C:1](Cl)(=[O:3])[CH3:2].[NH2:5][C:6]1[CH:11]=[C:10]([Cl:12])[CH:9]=[CH:8][C:7]=1[CH:13]([N:15]1[C:21](=[O:22])[C:20]2[CH:23]=[C:24]([I:27])[CH:25]=[CH:26][C:19]=2[NH:18][C:17](=[O:28])[CH:16]1[C:29]1[CH:34]=[CH:33][C:32]([Cl:35])=[CH:31][CH:30]=1)[CH3:14].C(N(CC)CC)C. The catalyst is O1CCCC1.C(Cl)(Cl)Cl. The product is [C:1]([NH:5][C:6]1[CH:11]=[C:10]([Cl:12])[CH:9]=[CH:8][C:7]=1[CH:13]([N:15]1[C:21](=[O:22])[C:20]2[CH:23]=[C:24]([I:27])[CH:25]=[CH:26][C:19]=2[NH:18][C:17](=[O:28])[CH:16]1[C:29]1[CH:30]=[CH:31][C:32]([Cl:35])=[CH:33][CH:34]=1)[CH3:14])(=[O:3])[CH3:2]. The yield is 0.450.